Dataset: Full USPTO retrosynthesis dataset with 1.9M reactions from patents (1976-2016). Task: Predict the reactants needed to synthesize the given product. (1) Given the product [C:22]([C:9]1[CH:10]=[N:11][C:12]2[C:17]([C:8]=1[C:4]1[CH:3]=[C:2]([NH:1][C:41]([NH:40][C:37]3[CH:38]=[CH:39][C:34]([C:33]([O:32][CH2:30][CH3:31])=[O:43])=[CH:35][CH:36]=3)=[O:42])[CH:7]=[CH:6][CH:5]=1)=[CH:16][CH:15]=[CH:14][C:13]=2[C:18]([F:21])([F:19])[F:20])(=[O:23])[C:24]1[CH:25]=[CH:26][CH:27]=[CH:28][CH:29]=1, predict the reactants needed to synthesize it. The reactants are: [NH2:1][C:2]1[CH:3]=[C:4]([C:8]2[C:17]3[C:12](=[C:13]([C:18]([F:21])([F:20])[F:19])[CH:14]=[CH:15][CH:16]=3)[N:11]=[CH:10][C:9]=2[C:22]([C:24]2[CH:29]=[CH:28][CH:27]=[CH:26][CH:25]=2)=[O:23])[CH:5]=[CH:6][CH:7]=1.[CH2:30]([O:32][C:33](=[O:43])[C:34]1[CH:39]=[CH:38][C:37]([N:40]=[C:41]=[O:42])=[CH:36][CH:35]=1)[CH3:31]. (2) Given the product [CH:35]([N:31]1[C:30](=[O:38])[CH:29]=[C:28]([NH:10][C@H:8]([C:3]2[CH:4]=[CH:5][CH:6]=[CH:7][C:2]=2[CH3:1])[CH3:9])[NH:33][C:32]1=[O:34])([CH3:37])[CH3:36], predict the reactants needed to synthesize it. The reactants are: [CH3:1][C:2]1[CH:7]=[CH:6][CH:5]=[CH:4][C:3]=1[C@@H:8]([NH2:10])[CH3:9].CN(C1C2C(N(C)C)=CC=CC=2C=CC=1)C.Cl[C:28]1[NH:33][C:32](=[O:34])[N:31]([CH:35]([CH3:37])[CH3:36])[C:30](=[O:38])[CH:29]=1. (3) The reactants are: [C:1]1([CH3:12])[CH:6]=[CH:5][C:4]([CH:7]2[CH2:9][CH:8]2[CH2:10][OH:11])=[CH:3][CH:2]=1.C1C=C[NH+]=CC=1.[O-][Cr](Cl)(=O)=O.CC(=O)OCC. Given the product [C:1]1([CH3:12])[CH:2]=[CH:3][C:4]([CH:7]2[CH2:9][CH:8]2[CH:10]=[O:11])=[CH:5][CH:6]=1, predict the reactants needed to synthesize it. (4) Given the product [CH2:12]([N:19]1[CH2:24][CH2:23][CH:22]([N:4]2[C:5]3=[N:6][CH:7]=[N:8][C:9]([Cl:11])=[C:10]3[C:2]([Br:1])=[N:3]2)[CH2:21][CH2:20]1)[C:13]1[CH:18]=[CH:17][CH:16]=[CH:15][CH:14]=1, predict the reactants needed to synthesize it. The reactants are: [Br:1][C:2]1[C:10]2[C:5](=[N:6][CH:7]=[N:8][C:9]=2[Cl:11])[NH:4][N:3]=1.[CH2:12]([N:19]1[CH2:24][CH2:23][CH:22](O)[CH2:21][CH2:20]1)[C:13]1[CH:18]=[CH:17][CH:16]=[CH:15][CH:14]=1.C1(P(C2C=CC=CC=2)C2C=CC=CC=2)C=CC=CC=1.N(C(OCC)=O)=NC(OCC)=O. (5) The reactants are: [F:1][C:2]1[CH:3]=[C:4]([CH:8]=[C:9]([C:12]2[CH:20]=[C:19]3[C:15]([C:16]([C:21]4[CH:26]=[CH:25][C:24]([F:27])=[CH:23][CH:22]=4)=[N:17][NH:18]3)=[CH:14][CH:13]=2)[C:10]=1[CH3:11])[C:5](O)=[O:6].ON1C2N=CC=CC=2N=N1.Cl.CN(C)CCCN=C=NCC.[CH3:50][N:51]1[C:55]([NH2:56])=[C:54]([CH3:57])[CH:53]=[N:52]1. Given the product [CH3:50][N:51]1[C:55]([NH:56][C:5](=[O:6])[C:4]2[CH:8]=[C:9]([C:12]3[CH:20]=[C:19]4[C:15]([C:16]([C:21]5[CH:22]=[CH:23][C:24]([F:27])=[CH:25][CH:26]=5)=[N:17][NH:18]4)=[CH:14][CH:13]=3)[C:10]([CH3:11])=[C:2]([F:1])[CH:3]=2)=[C:54]([CH3:57])[CH:53]=[N:52]1, predict the reactants needed to synthesize it. (6) Given the product [C:16]([O:15][C:12](=[O:14])[CH:13]=[C:36]([NH2:37])[C:33]1([S:38][C:39]2[CH:40]=[CH:41][C:42]([Cl:45])=[CH:43][CH:44]=2)[CH2:32][C:31]2[C:34]1=[CH:35][C:28]([O:27][CH2:20][C:21]1[CH:22]=[CH:23][CH:24]=[CH:25][CH:26]=1)=[C:29]([O:46][CH3:47])[CH:30]=2)([CH3:19])([CH3:18])[CH3:17], predict the reactants needed to synthesize it. The reactants are: C([Mg]Br)C.C(NC(C)C)(C)C.[C:12]([O:15][C:16]([CH3:19])([CH3:18])[CH3:17])(=[O:14])[CH3:13].[CH2:20]([O:27][C:28]1[CH:35]=[C:34]2[C:31]([CH2:32][C:33]2([S:38][C:39]2[CH:44]=[CH:43][C:42]([Cl:45])=[CH:41][CH:40]=2)[C:36]#[N:37])=[CH:30][C:29]=1[O:46][CH3:47])[C:21]1[CH:26]=[CH:25][CH:24]=[CH:23][CH:22]=1. (7) Given the product [C:8]([C:10]1[CH:15]=[CH:14][C:13]([C:16]2[CH:17]=[N:18][N:19]([C:22]3[CH:30]=[CH:29][C:25]([C:26]([NH:39][CH:36]4[CH2:37][CH2:38][N:33]([CH3:32])[CH2:34][CH2:35]4)=[O:27])=[CH:24][N:23]=3)[C:20]=2[OH:21])=[C:12]([CH3:31])[CH:11]=1)#[N:9], predict the reactants needed to synthesize it. The reactants are: C(O)(C(F)(F)F)=O.[C:8]([C:10]1[CH:15]=[CH:14][C:13]([C:16]2[CH:17]=[N:18][N:19]([C:22]3[CH:30]=[CH:29][C:25]([C:26](O)=[O:27])=[CH:24][N:23]=3)[C:20]=2[OH:21])=[C:12]([CH3:31])[CH:11]=1)#[N:9].[CH3:32][N:33]1[CH2:38][CH2:37][CH:36]([NH2:39])[CH2:35][CH2:34]1. (8) Given the product [C:1]([O:5][C:6](=[O:12])[C@H:7]([C@@H:9]([CH3:11])[OH:10])[NH:8][C:26]([O:25][C:21]([CH3:24])([CH3:23])[CH3:22])=[O:27])([CH3:4])([CH3:2])[CH3:3], predict the reactants needed to synthesize it. The reactants are: [C:1]([O:5][C:6](=[O:12])[C@H:7]([C@@H:9]([CH3:11])[OH:10])[NH2:8])([CH3:4])([CH3:3])[CH3:2].Cl.C(N(CC)CC)C.[C:21]([O:25][C:26](O[C:26]([O:25][C:21]([CH3:24])([CH3:23])[CH3:22])=[O:27])=[O:27])([CH3:24])([CH3:23])[CH3:22]. (9) Given the product [CH3:17][C:15]1[CH:16]=[C:11]([C:7]2[CH:6]=[C:5]([CH:10]=[CH:9][CH:8]=2)[CH2:4][NH:3][C:45](=[O:46])[O:47][CH2:48][CH3:49])[C:12]2[N:13]([N:18]=[C:19]([NH:21][CH:22]3[CH2:23][CH2:24][N:25]([C:28]4[CH:33]=[C:32]([CH3:34])[N:31]=[CH:30][N:29]=4)[CH2:26][CH2:27]3)[N:20]=2)[CH:14]=1, predict the reactants needed to synthesize it. The reactants are: Cl.Cl.[NH2:3][CH2:4][C:5]1[CH:6]=[C:7]([C:11]2[C:12]3[N:13]([N:18]=[C:19]([NH:21][CH:22]4[CH2:27][CH2:26][N:25]([C:28]5[CH:33]=[C:32]([CH3:34])[N:31]=[CH:30][N:29]=5)[CH2:24][CH2:23]4)[N:20]=3)[CH:14]=[C:15]([CH3:17])[CH:16]=2)[CH:8]=[CH:9][CH:10]=1.C(N(CC)C(C)C)(C)C.Cl[C:45]([O:47][CH2:48][CH3:49])=[O:46].